This data is from Catalyst prediction with 721,799 reactions and 888 catalyst types from USPTO. The task is: Predict which catalyst facilitates the given reaction. (1) Reactant: Cl[C:2]1[N:11]=[C:10]([N:12]2[CH2:16][CH2:15][CH2:14][CH2:13]2)[C:9]2[C:4](=[CH:5][C:6]([O:19][CH3:20])=[C:7]([O:17][CH3:18])[CH:8]=2)[N:3]=1.[C:21]([C:25]1[CH:31]=[CH:30][C:28]([NH2:29])=[CH:27][CH:26]=1)([CH3:24])([CH3:23])[CH3:22]. Product: [C:21]([C:25]1[CH:26]=[CH:27][C:28]([NH:29][C:2]2[N:11]=[C:10]([N:12]3[CH2:16][CH2:15][CH2:14][CH2:13]3)[C:9]3[C:4](=[CH:5][C:6]([O:19][CH3:20])=[C:7]([O:17][CH3:18])[CH:8]=3)[N:3]=2)=[CH:30][CH:31]=1)([CH3:24])([CH3:22])[CH3:23]. The catalyst class is: 8. (2) Reactant: [CH3:1][C:2]1([CH3:24])[O:7][CH2:6][C:5]([CH2:22][OH:23])([CH2:8][N:9]2[CH:13]=[C:12]([CH2:14][O:15][CH2:16][O:17][CH3:18])[N:11]=[C:10]2[N+:19]([O-:21])=[O:20])[CH2:4][O:3]1.[C:25]1([CH3:35])[CH:30]=[CH:29][C:28]([S:31](Cl)(=[O:33])=[O:32])=[CH:27][CH:26]=1.[Cl-].[NH4+]. Product: [CH3:1][C:2]1([CH3:24])[O:3][CH2:4][C:5]([CH2:8][N:9]2[CH:13]=[C:12]([CH2:14][O:15][CH2:16][O:17][CH3:18])[N:11]=[C:10]2[N+:19]([O-:21])=[O:20])([CH2:22][O:23][S:31]([C:28]2[CH:29]=[CH:30][C:25]([CH3:35])=[CH:26][CH:27]=2)(=[O:33])=[O:32])[CH2:6][O:7]1. The catalyst class is: 66.